The task is: Predict the reaction yield, written as a fraction of the theoretical maximum amount of product (1.0 means a 100% yield; for example, 0.34 means a 34% yield).. This data is from Reaction yield outcomes from USPTO patents with 853,638 reactions. (1) The reactants are C[Si]([N-][Si](C)(C)C)(C)C.[Li+].[CH2:11]([C:13]1[CH:14]=[CH:15][C:16]([C:19](=[O:21])[CH3:20])=[N:17][CH:18]=1)[CH3:12].[C:22](OC)(=[O:27])[C:23]([O:25][CH3:26])=[O:24].C(OCC)C. The catalyst is O1CCCC1.O. The product is [CH2:11]([C:13]1[CH:14]=[CH:15][C:16]([C:19](=[O:21])[CH2:20][C:22](=[O:27])[C:23]([O:25][CH3:26])=[O:24])=[N:17][CH:18]=1)[CH3:12]. The yield is 0.890. (2) The product is [CH3:1][O:2][C:3]([C:5]1([C:8]2[CH:13]=[CH:12][C:11]3[O:14][C:17](=[O:19])[NH:15][C:10]=3[CH:9]=2)[CH2:7][CH2:6]1)=[O:4]. The yield is 0.910. The reactants are [CH3:1][O:2][C:3]([C:5]1([C:8]2[CH:13]=[CH:12][C:11]([OH:14])=[C:10]([NH2:15])[CH:9]=2)[CH2:7][CH2:6]1)=[O:4].Cl[C:17](Cl)([O:19]C(=O)OC(Cl)(Cl)Cl)Cl.O. The catalyst is C1COCC1.